This data is from Full USPTO retrosynthesis dataset with 1.9M reactions from patents (1976-2016). The task is: Predict the reactants needed to synthesize the given product. Given the product [CH3:17][N:16]([C:18]([O:20][C:21]([CH3:24])([CH3:23])[CH3:22])=[O:19])[CH2:15][CH2:14][CH2:13][O:12][CH2:11][CH2:10][O:9][CH2:8][CH2:7][O:6][CH2:5][CH2:4][CH2:3][NH:2][CH3:1], predict the reactants needed to synthesize it. The reactants are: [CH3:1][NH:2][CH2:3][CH2:4][CH2:5][O:6][CH2:7][CH2:8][O:9][CH2:10][CH2:11][O:12][CH2:13][CH2:14][CH2:15][NH:16][CH3:17].[C:18](O[C:18]([O:20][C:21]([CH3:24])([CH3:23])[CH3:22])=[O:19])([O:20][C:21]([CH3:24])([CH3:23])[CH3:22])=[O:19].